Dataset: Reaction yield outcomes from USPTO patents with 853,638 reactions. Task: Predict the reaction yield, written as a fraction of the theoretical maximum amount of product (1.0 means a 100% yield; for example, 0.34 means a 34% yield). (1) The reactants are [CH3:1][N:2]1[CH:7]=[CH:6][C:5]([O:8]CC2C=CC=CC=2)=[C:4]([N+:16]([O-])=O)[C:3]1=[O:19].CCO.CN(C=O)C.[ClH:28]. The catalyst is CO.[Pd]. The product is [ClH:28].[NH2:16][C:4]1[C:3](=[O:19])[N:2]([CH3:1])[CH:7]=[CH:6][C:5]=1[OH:8]. The yield is 0.950. (2) The catalyst is P(Cl)(Cl)(Cl)=O. The product is [NH:22]1[C:23]2[CH:28]=[C:27]([C:29]3[S:19][C:3]4=[N:4][N:5]=[C:6]([C:7]5[CH:8]=[C:9]([O:17][CH3:18])[C:10]([O:15][CH3:16])=[C:11]([O:13][CH3:14])[CH:12]=5)[N:2]4[N:1]=3)[CH:26]=[CH:25][C:24]=2[N:20]=[CH:21]1. The yield is 0.170. The reactants are [NH2:1][N:2]1[C:6]([C:7]2[CH:12]=[C:11]([O:13][CH3:14])[C:10]([O:15][CH3:16])=[C:9]([O:17][CH3:18])[CH:8]=2)=[N:5][N:4]=[C:3]1[SH:19].[N:20]1[C:24]2[CH:25]=[CH:26][C:27]([C:29](O)=O)=[CH:28][C:23]=2[NH:22][CH:21]=1.